Dataset: Forward reaction prediction with 1.9M reactions from USPTO patents (1976-2016). Task: Predict the product of the given reaction. Given the reactants [F:1][C:2]1[C:3]([F:12])=[CH:4][C:5]2[S:9][C:8]([NH2:10])=[N:7][C:6]=2[CH:11]=1.[F:13][C:14]([F:25])([F:24])[C:15]1[CH:23]=[CH:22][CH:21]=[CH:20][C:16]=1[C:17](Cl)=[O:18].Br[CH:27]([CH2:32][CH3:33])[C:28]([O:30]C)=[O:29].COC1C=CC2N=C(N)SC=2C=1.ClC1C=C(C=CC=1)C(Cl)=O.BrCC(OCC)=O, predict the reaction product. The product is: [F:1][C:2]1[C:3]([F:12])=[CH:4][C:5]2[S:9][C:8](=[N:10][C:17](=[O:18])[C:16]3[CH:20]=[CH:21][CH:22]=[CH:23][C:15]=3[C:14]([F:25])([F:24])[F:13])[N:7]([CH:27]([CH2:32][CH3:33])[C:28]([OH:30])=[O:29])[C:6]=2[CH:11]=1.